This data is from Forward reaction prediction with 1.9M reactions from USPTO patents (1976-2016). The task is: Predict the product of the given reaction. (1) Given the reactants [NH2:1][CH2:2][CH:3]1[CH2:8][CH2:7][CH2:6][CH2:5][N:4]1[C:9]([O:11][C:12]([CH3:15])([CH3:14])[CH3:13])=[O:10].[CH3:16][O:17][C:18]1[CH:23]=[CH:22][CH:21]=[CH:20][C:19]=1[S:24](Cl)(=[O:26])=[O:25].C(N(C(C)C)CC)(C)C, predict the reaction product. The product is: [CH3:16][O:17][C:18]1[CH:23]=[CH:22][CH:21]=[CH:20][C:19]=1[S:24]([NH:1][CH2:2][CH:3]1[CH2:8][CH2:7][CH2:6][CH2:5][N:4]1[C:9]([O:11][C:12]([CH3:15])([CH3:14])[CH3:13])=[O:10])(=[O:26])=[O:25]. (2) Given the reactants [C:1]([C:3]1[CH:4]=[CH:5][C:6]([C:9]([OH:11])=O)=[N:7][CH:8]=1)#[N:2].[NH2:12][C:13]1[CH:14]=[CH:15][C:16]([F:31])=[C:17]([C@:19]2([CH3:30])[CH2:24][S:23](=[O:26])(=[O:25])[C:22]([CH3:28])([CH3:27])[C:21]([NH2:29])=[N:20]2)[CH:18]=1, predict the reaction product. The product is: [NH2:29][C:21]1[C:22]([CH3:27])([CH3:28])[S:23](=[O:25])(=[O:26])[CH2:24][C@:19]([C:17]2[CH:18]=[C:13]([NH:12][C:9]([C:6]3[CH:5]=[CH:4][C:3]([C:1]#[N:2])=[CH:8][N:7]=3)=[O:11])[CH:14]=[CH:15][C:16]=2[F:31])([CH3:30])[N:20]=1.